Dataset: Full USPTO retrosynthesis dataset with 1.9M reactions from patents (1976-2016). Task: Predict the reactants needed to synthesize the given product. (1) Given the product [F:2][C:3]1[CH:11]=[C:10]2[C:6]([C:7]([C:21]3[CH:22]=[N:23][N:24]([CH:26]4[CH2:31][CH2:30][N:29]([C:39](=[O:41])[CH3:40])[CH2:28][CH2:27]4)[CH:25]=3)=[CH:8][N:9]2[S:12]([C:15]2[CH:16]=[CH:17][CH:18]=[CH:19][CH:20]=2)(=[O:13])=[O:14])=[CH:5][CH:4]=1, predict the reactants needed to synthesize it. The reactants are: Cl.[F:2][C:3]1[CH:11]=[C:10]2[C:6]([C:7]([C:21]3[CH:22]=[N:23][N:24]([CH:26]4[CH2:31][CH2:30][NH:29][CH2:28][CH2:27]4)[CH:25]=3)=[CH:8][N:9]2[S:12]([C:15]2[CH:20]=[CH:19][CH:18]=[CH:17][CH:16]=2)(=[O:14])=[O:13])=[CH:5][CH:4]=1.CCN(CC)CC.[C:39](Cl)(=[O:41])[CH3:40]. (2) Given the product [Cl:6][C:7]1[CH:12]=[CH:11][CH:10]=[CH:9][C:8]=1[CH2:13][C:14]([N:3]([O:4][CH3:5])[CH3:2])=[O:16], predict the reactants needed to synthesize it. The reactants are: Cl.[CH3:2][NH:3][O:4][CH3:5].[Cl:6][C:7]1[CH:12]=[CH:11][CH:10]=[CH:9][C:8]=1[CH2:13][C:14]([OH:16])=O. (3) Given the product [NH2:1][C:2]1[C:7]([CH:8]=[O:9])=[C:6]([CH:10]2[CH2:12][CH2:11]2)[N:5]=[C:4]([O:15][CH3:14])[CH:3]=1, predict the reactants needed to synthesize it. The reactants are: [NH2:1][C:2]1[C:7]([CH:8]=[O:9])=[C:6]([CH:10]2[CH2:12][CH2:11]2)[N:5]=[C:4](Cl)[CH:3]=1.[C:14](=O)([O-])[O-:15].[Cs+].[Cs+]. (4) Given the product [OH:1][C:2]1[C:9]([I:14])=[C:8]([O:10][CH3:11])[CH:7]=[CH:6][C:3]=1[CH:4]=[O:5], predict the reactants needed to synthesize it. The reactants are: [OH:1][C:2]1[CH:9]=[C:8]([O:10][CH3:11])[CH:7]=[CH:6][C:3]=1[CH:4]=[O:5].II.[I:14](O)(=O)(=O)=O.C(OCC)(=O)C. (5) Given the product [CH2:41]([NH:42][C:32]([C:30]1[N:29]=[N:28][N:27]([CH2:26][CH2:25][CH2:24][CH2:23][N:3]2[CH:4]=[CH:5][C:6]([NH:8][C:9](=[O:22])[CH2:10][C:11]3[CH:16]=[CH:15][CH:14]=[C:13]([O:17][C:18]([F:21])([F:19])[F:20])[CH:12]=3)=[N:7][C:2]2=[O:1])[CH:31]=1)=[O:34])[C:35]1[CH:40]=[CH:39][CH:38]=[CH:37][CH:36]=1, predict the reactants needed to synthesize it. The reactants are: [O:1]=[C:2]1[N:7]=[C:6]([NH:8][C:9](=[O:22])[CH2:10][C:11]2[CH:16]=[CH:15][CH:14]=[C:13]([O:17][C:18]([F:21])([F:20])[F:19])[CH:12]=2)[CH:5]=[CH:4][N:3]1[CH2:23][CH2:24][CH2:25][CH2:26][N:27]1[CH:31]=[C:30]([C:32]([OH:34])=O)[N:29]=[N:28]1.[C:35]1([CH2:41][NH2:42])[CH:40]=[CH:39][CH:38]=[CH:37][CH:36]=1.C(P1(=O)OP(CCC)(=O)OP(CCC)(=O)O1)CC. (6) Given the product [C:1]([O:4][C:5]1[CH:6]=[C:7]2[C:26](=[CH:13][CH:14]=1)[N:27]([CH2:28][CH3:20])[C:29](=[O:30])[N:9]([CH2:18][CH3:19])[C:8]2=[O:16])(=[O:3])[CH3:2], predict the reactants needed to synthesize it. The reactants are: [C:1]([O:4][C:5]1[CH:6]=[C:7]2C(=[CH:13][CH:14]=1)NC(=O)[NH:9][C:8]2=[O:16])(=[O:3])[CH3:2].I[CH2:18][CH3:19].[C:20](=O)([O-])[O-].[K+].[K+].[CH3:26][N:27]([CH:29]=[O:30])[CH3:28]. (7) Given the product [Cl:20][C:14]1[C:15]([Cl:19])=[CH:16][CH:17]=[CH:18][C:13]=1[S:10]([NH:9][C:3]1[C:2]([O:24][CH2:22][C:32]2[N:28]=[C:29]([CH3:30])[O:33][CH:31]=2)=[N:7][CH:6]=[CH:5][N:4]=1)(=[O:12])=[O:11], predict the reactants needed to synthesize it. The reactants are: Br[C:2]1[C:3]([NH:9][S:10]([C:13]2[CH:18]=[CH:17][CH:16]=[C:15]([Cl:19])[C:14]=2[Cl:20])(=[O:12])=[O:11])=[N:4][CH:5]=[C:6](Br)[N:7]=1.C[C:22](C)([O-:24])C.[K+].C[N:28]1[CH2:32][CH2:31][CH2:30][C:29]1=[O:33].